This data is from Forward reaction prediction with 1.9M reactions from USPTO patents (1976-2016). The task is: Predict the product of the given reaction. (1) Given the reactants ClC1C=CC2NC3C=CC=CC=3C(C3C=CC(F)=CC=3)=NC=2C=1.C(N)CCC.FC1C=C[C:33]([CH2:34][NH:35][C:36]([C:38]2[CH:39]=[CH:40][C:41]3[NH:47][C:46]4[CH:48]=[CH:49][CH:50]=[CH:51][C:45]=4[C:44]([C:52]4[CH:57]=[CH:56][C:55]([F:58])=[CH:54][CH:53]=4)=[N:43][C:42]=3[CH:59]=2)=[O:37])=[CH:32][CH:31]=1, predict the reaction product. The product is: [CH2:34]([NH:35][C:36]([C:38]1[CH:39]=[CH:40][C:41]2[NH:47][C:46]3[CH:48]=[CH:49][CH:50]=[CH:51][C:45]=3[C:44]([C:52]3[CH:57]=[CH:56][C:55]([F:58])=[CH:54][CH:53]=3)=[N:43][C:42]=2[CH:59]=1)=[O:37])[CH2:33][CH2:32][CH3:31]. (2) Given the reactants ClC1C=CC=C(Cl)C=1C(NC1C(C2NC3C=CC(CN4CCOCC4)=CC=3N=2)=NNC=1)=O.[O:33]1[C:38]2[CH:39]=[CH:40][CH:41]=[C:42]([C:43]([NH:45][C:46]3[C:47]([C:51](O)=O)=[N:48][NH:49][CH:50]=3)=[O:44])[C:37]=2[O:36][CH2:35][CH2:34]1.[NH2:54][C:55]1[CH:56]=[C:57]([C:62]([N:64]2[CH2:69][CH2:68][O:67][CH2:66][CH2:65]2)=[O:63])[CH:58]=[CH:59][C:60]=1[NH2:61], predict the reaction product. The product is: [N:64]1([C:62]([C:57]2[CH:58]=[CH:59][C:60]3[NH:61][C:51]([C:47]4[C:46]([NH:45][C:43]([C:42]5[C:37]6[O:36][CH2:35][CH2:34][O:33][C:38]=6[CH:39]=[CH:40][CH:41]=5)=[O:44])=[CH:50][NH:49][N:48]=4)=[N:54][C:55]=3[CH:56]=2)=[O:63])[CH2:69][CH2:68][O:67][CH2:66][CH2:65]1. (3) Given the reactants [C:1]1([OH:7])[CH:6]=[CH:5][CH:4]=[CH:3][CH:2]=1.Cl[C:9]([O:11][C:12]1[CH:17]=[CH:16][CH:15]=[CH:14][CH:13]=1)=[O:10], predict the reaction product. The product is: [C:9](=[O:10])([O:11][C:12]1[CH:17]=[CH:16][CH:15]=[CH:14][CH:13]=1)[O:7][C:1]1[CH:6]=[CH:5][CH:4]=[CH:3][CH:2]=1.